This data is from NCI-60 drug combinations with 297,098 pairs across 59 cell lines. The task is: Regression. Given two drug SMILES strings and cell line genomic features, predict the synergy score measuring deviation from expected non-interaction effect. Drug 1: CC1=C(C=C(C=C1)NC2=NC=CC(=N2)N(C)C3=CC4=NN(C(=C4C=C3)C)C)S(=O)(=O)N.Cl. Drug 2: COC1=NC(=NC2=C1N=CN2C3C(C(C(O3)CO)O)O)N. Cell line: SF-268. Synergy scores: CSS=-3.63, Synergy_ZIP=3.17, Synergy_Bliss=3.47, Synergy_Loewe=-1.25, Synergy_HSA=-0.991.